The task is: Predict the reaction yield, written as a fraction of the theoretical maximum amount of product (1.0 means a 100% yield; for example, 0.34 means a 34% yield).. This data is from Reaction yield outcomes from USPTO patents with 853,638 reactions. (1) The reactants are CCN=C=NCCCN(C)C.CN(C=O)C.[C:17]1([N:23]2[C:31]3[C:26](=[CH:27][CH:28]=[CH:29][CH:30]=3)[CH:25]=[C:24]2[C:32](O)=[O:33])[CH:22]=[CH:21][CH:20]=[CH:19][CH:18]=1.[NH2:35][C@H:36]([C:40]([NH:42][CH:43]([CH:52]([OH:55])[CH2:53][F:54])[CH2:44][C:45]([O:47][C:48]([CH3:51])([CH3:50])[CH3:49])=[O:46])=[O:41])[CH:37]([CH3:39])[CH3:38]. The catalyst is CN(C1C=CN=CC=1)C.C(Cl)Cl. The product is [C:17]1([N:23]2[C:31]3[C:26](=[CH:27][CH:28]=[CH:29][CH:30]=3)[CH:25]=[C:24]2[C:32]([NH:35][C@H:36]([C:40]([NH:42][CH:43]([CH:52]([OH:55])[CH2:53][F:54])[CH2:44][C:45]([O:47][C:48]([CH3:49])([CH3:50])[CH3:51])=[O:46])=[O:41])[CH:37]([CH3:38])[CH3:39])=[O:33])[CH:22]=[CH:21][CH:20]=[CH:19][CH:18]=1. The yield is 0.780. (2) The reactants are [C:1]1([N:7]2[CH2:12][CH2:11][N:10]([CH2:13][CH2:14][N:15]([CH2:25][CH2:26][CH3:27])[CH2:16][CH2:17][C:18]3[CH:19]=[C:20]([NH2:24])[CH:21]=[CH:22][CH:23]=3)[CH2:9][CH2:8]2)[CH:6]=[CH:5][CH:4]=[CH:3][CH:2]=1.CCN(CC)CC.[Cl:35][C:36]1[CH:41]=[CH:40][C:39]([S:42](Cl)(=[O:44])=[O:43])=[CH:38][CH:37]=1. No catalyst specified. The product is [Cl:35][C:36]1[CH:41]=[CH:40][C:39]([S:42]([NH:24][C:20]2[CH:21]=[CH:22][CH:23]=[C:18]([CH2:17][CH2:16][N:15]([CH2:14][CH2:13][N:10]3[CH2:11][CH2:12][N:7]([C:1]4[CH:6]=[CH:5][CH:4]=[CH:3][CH:2]=4)[CH2:8][CH2:9]3)[CH2:25][CH2:26][CH3:27])[CH:19]=2)(=[O:44])=[O:43])=[CH:38][CH:37]=1. The yield is 0.780. (3) The yield is 0.724. The reactants are [CH2:1]([O:3][C:4](=[O:18])[CH2:5][CH2:6][C:7]([C:10]1[CH:15]=[CH:14][CH:13]=[C:12]([O:16][CH3:17])[CH:11]=1)([CH3:9])[CH3:8])[CH3:2].C1(S(N2C(C3C=CC=CC=3)O2)(=O)=[O:26])C=CC=CC=1.[Cl-].[NH4+]. The catalyst is O1CCCC1.C1(C)C=CC=CC=1. The product is [CH2:1]([O:3][C:4](=[O:18])[CH:5]([OH:26])[CH2:6][C:7]([C:10]1[CH:15]=[CH:14][CH:13]=[C:12]([O:16][CH3:17])[CH:11]=1)([CH3:8])[CH3:9])[CH3:2]. (4) The reactants are [CH3:1][C:2]([O:5][C:6]([NH:8][C@H:9]([C:22]([OH:24])=O)[CH2:10][CH2:11][C:12]([O:14][CH2:15][C:16]1[CH:21]=[CH:20][CH:19]=[CH:18][CH:17]=1)=[O:13])=[O:7])([CH3:4])[CH3:3].[NH2:25][CH:26]1[CH2:34][C:33]2[C:28](=[CH:29][CH:30]=[CH:31][CH:32]=2)[CH2:27]1.C(Cl)CCl.C1C=CC2N(O)N=NC=2C=1.CN1CCOCC1. The catalyst is ClCCl. The product is [C:2]([O:5][C:6]([NH:8][C@H:9]([C:22](=[O:24])[NH:25][CH:26]1[CH2:34][C:33]2[C:28](=[CH:29][CH:30]=[CH:31][CH:32]=2)[CH2:27]1)[CH2:10][CH2:11][C:12]([O:14][CH2:15][C:16]1[CH:17]=[CH:18][CH:19]=[CH:20][CH:21]=1)=[O:13])=[O:7])([CH3:1])([CH3:3])[CH3:4]. The yield is 0.690. (5) The reactants are [Br:1][C:2]1[CH:7]=[C:6]([F:8])[CH:5]=[CH:4][C:3]=1[C@H:9]1[C:14]([C:15]([O:17][CH2:18][CH3:19])=[O:16])=[C:13]([CH3:20])[NH:12][C:11]([C:21]2[S:22][CH:23]=[CH:24][N:25]=2)=[N:10]1.C1C(=O)N([Br:33])C(=O)C1. The catalyst is C(Cl)(Cl)(Cl)Cl. The yield is 0.680. The product is [Br:1][C:2]1[CH:7]=[C:6]([F:8])[CH:5]=[CH:4][C:3]=1[C@H:9]1[C:14]([C:15]([O:17][CH2:18][CH3:19])=[O:16])=[C:13]([CH2:20][Br:33])[NH:12][C:11]([C:21]2[S:22][CH:23]=[CH:24][N:25]=2)=[N:10]1.